The task is: Predict which catalyst facilitates the given reaction.. This data is from Catalyst prediction with 721,799 reactions and 888 catalyst types from USPTO. (1) Reactant: O[C@H:2](C)[CH2:3][N:4]1[CH2:9][CH2:8][C@H:7]([O:10][C:11](=[O:16])[C:12]([CH3:15])([CH3:14])[CH3:13])[C@@H:6]([CH3:17])[CH2:5]1.[CH2:19]([N:21]([CH2:24][CH3:25])[CH2:22][CH3:23])C.S(OS(C(F)(F)F)(=O)=O)(C(F)(F)F)(=O)=O.[C:41]([O:45][C:46](=[O:54])[NH:47][CH:48]1CCNCC1)([CH3:44])([CH3:43])[CH3:42]. Product: [C:41]([O:45][C:46]([NH:47][CH:48]1[CH2:25][CH2:24][N:21]([CH2:19][C@@H:3]([N:4]2[CH2:9][CH2:8][C@H:7]([O:10][C:11](=[O:16])[C:12]([CH3:13])([CH3:14])[CH3:15])[C@@H:6]([CH3:17])[CH2:5]2)[CH3:2])[CH2:22][CH2:23]1)=[O:54])([CH3:44])([CH3:43])[CH3:42]. The catalyst class is: 2. (2) Reactant: [Cl:1][C:2]1[CH:23]=[C:22]([CH:24]=CC)[C:5]2[O:6][CH:7]([CH2:10][O:11][S:12]([C:15]3[CH:20]=[CH:19][C:18]([CH3:21])=[CH:17][CH:16]=3)(=[O:14])=[O:13])[CH2:8][O:9][C:4]=2[CH:3]=1.I([O-])(=O)(=O)=[O:28].[Na+]. Product: [Cl:1][C:2]1[CH:23]=[C:22]([CH:24]=[O:28])[C:5]2[O:6][CH:7]([CH2:10][O:11][S:12]([C:15]3[CH:16]=[CH:17][C:18]([CH3:21])=[CH:19][CH:20]=3)(=[O:13])=[O:14])[CH2:8][O:9][C:4]=2[CH:3]=1. The catalyst class is: 822. (3) Reactant: [CH:1]([N:14]1[C:22]2[C:17](=[CH:18][C:19]([Cl:23])=[CH:20][CH:21]=2)[C:16]([CH2:24][CH2:25][CH2:26][C:27]2[CH:37]=[CH:36][C:30]([C:31]([O:33]CC)=[O:32])=[CH:29][CH:28]=2)=[C:15]1[CH2:38][CH2:39][NH:40][S:41]([CH2:44][C:45]1[CH:50]=[CH:49][C:48]([Cl:51])=[C:47]([Cl:52])[CH:46]=1)(=[O:43])=[O:42])([C:8]1[CH:13]=[CH:12][CH:11]=[CH:10][CH:9]=1)[C:2]1[CH:7]=[CH:6][CH:5]=[CH:4][CH:3]=1.[Li+].[OH-].CO.Cl. Product: [Cl:23][C:19]1[CH:18]=[C:17]2[C:22](=[CH:21][CH:20]=1)[N:14]([CH:1]([C:2]1[CH:3]=[CH:4][CH:5]=[CH:6][CH:7]=1)[C:8]1[CH:9]=[CH:10][CH:11]=[CH:12][CH:13]=1)[C:15]([CH2:38][CH2:39][NH:40][S:41]([CH2:44][C:45]1[CH:50]=[CH:49][C:48]([Cl:51])=[C:47]([Cl:52])[CH:46]=1)(=[O:43])=[O:42])=[C:16]2[CH2:24][CH2:25][CH2:26][C:27]1[CH:28]=[CH:29][C:30]([C:31]([OH:33])=[O:32])=[CH:36][CH:37]=1. The catalyst class is: 90. (4) Reactant: [OH:1][CH2:2][C:3]1[O:4][C:5]2[CH:11]=[CH:10][C:9]([CH:12]=O)=[CH:8][C:6]=2[CH:7]=1.[NH2:14][C:15]1[CH:23]=[C:22]([O:24][CH3:25])[CH:21]=[C:20]([O:26][CH3:27])[C:16]=1[C:17]([NH2:19])=[O:18].S([O-])(O)=O.[Na+].C1(C)C=CC(S(O)(=O)=O)=CC=1. Product: [OH:1][CH2:2][C:3]1[O:4][C:5]2[CH:11]=[CH:10][C:9]([C:12]3[NH:19][C:17](=[O:18])[C:16]4[C:15](=[CH:23][C:22]([O:24][CH3:25])=[CH:21][C:20]=4[O:26][CH3:27])[N:14]=3)=[CH:8][C:6]=2[CH:7]=1. The catalyst class is: 80. (5) Reactant: [Cl:1][C:2]1[CH:3]=[C:4]([CH:36]=[CH:37][C:38]=1[O:39][CH3:40])[CH2:5][NH:6][C:7]1[C:16]2[C:11](=[CH:12][CH:13]=[C:14]([C:17]#[N:18])[CH:15]=2)[C:10]([N:19]2[CH2:24][CH2:23][CH:22]([N:25]3C(=O)C4=CC=CC=C4C3=O)[CH2:21][CH2:20]2)=[N:9][N:8]=1.O.NN. Product: [ClH:1].[ClH:1].[NH2:25][CH:22]1[CH2:21][CH2:20][N:19]([C:10]2[C:11]3[C:16](=[CH:15][C:14]([C:17]#[N:18])=[CH:13][CH:12]=3)[C:7]([NH:6][CH2:5][C:4]3[CH:36]=[CH:37][C:38]([O:39][CH3:40])=[C:2]([Cl:1])[CH:3]=3)=[N:8][N:9]=2)[CH2:24][CH2:23]1. The catalyst class is: 8. (6) Reactant: [CH3:1][CH:2]1[O:6][C:5](=[O:7])[CH2:4][CH2:3]1.[Al+3].[Cl-].[Cl-].[Cl-].Cl.[O:13]([NH2:15])[CH3:14].[C:16](=O)(O)[O-].[Na+]. Product: [CH3:14][O:13][N:15]([CH3:16])[C:5](=[O:7])[CH2:4][CH2:3][CH:2]([OH:6])[CH3:1]. The catalyst class is: 4.